From a dataset of Forward reaction prediction with 1.9M reactions from USPTO patents (1976-2016). Predict the product of the given reaction. Given the reactants [CH3:1][O:2][C:3]1[CH:12]=[CH:11][C:10]2[NH:9][C:8](=[O:13])[C:7]3[S:14][CH:15]=[CH:16][C:6]=3[C:5]=2[C:4]=1[C:17]1[CH:22]=[CH:21][C:20]([C@@H:23]([CH3:33])[CH2:24][NH:25][C:26](=[O:32])[O:27][C:28]([CH3:31])([CH3:30])[CH3:29])=[CH:19][CH:18]=1.C1C(=O)N([Br:41])C(=O)C1, predict the reaction product. The product is: [Br:41][C:11]1[C:10]2[NH:9][C:8](=[O:13])[C:7]3[S:14][CH:15]=[CH:16][C:6]=3[C:5]=2[C:4]([C:17]2[CH:22]=[CH:21][C:20]([C@@H:23]([CH3:33])[CH2:24][NH:25][C:26](=[O:32])[O:27][C:28]([CH3:29])([CH3:31])[CH3:30])=[CH:19][CH:18]=2)=[C:3]([O:2][CH3:1])[CH:12]=1.